Dataset: Forward reaction prediction with 1.9M reactions from USPTO patents (1976-2016). Task: Predict the product of the given reaction. (1) Given the reactants [O:1]1[CH2:5][CH2:4][O:3][CH:2]1[C:6]1[CH:10]=[CH:9][S:8][CH:7]=1.C([Li])CCC.CN([CH:19]=[O:20])C.[Cl-].[NH4+], predict the reaction product. The product is: [O:1]1[CH2:5][CH2:4][O:3][CH:2]1[C:6]1[CH:10]=[CH:9][S:8][C:7]=1[CH:19]=[O:20]. (2) Given the reactants P(Cl)(Cl)([Cl:3])=O.[C:6]([C:10]1[CH2:15][C:14](=O)[CH:13]=[CH:12][N:11]=1)([CH3:9])([CH3:8])[CH3:7], predict the reaction product. The product is: [Cl:3][C:14]1[CH:13]=[CH:12][N:11]=[C:10]([C:6]([CH3:9])([CH3:8])[CH3:7])[CH:15]=1. (3) The product is: [CH2:28]([C:27]1([C:32]2[CH:37]=[CH:36][CH:35]=[CH:34][CH:33]=2)[O:31][C:2](=[O:3])[N:1]([CH:4]2[CH2:6][CH:5]2[C:7]2[CH:12]=[CH:11][CH:10]=[CH:9][CH:8]=2)[CH2:25][CH2:26]1)[CH:29]=[CH2:30]. Given the reactants [N:1]([CH:4]1[CH2:6][CH:5]1[C:7]1[CH:12]=[CH:11][CH:10]=[CH:9][CH:8]=1)=[C:2]=[O:3].C1CCN2C(=NCCC2)CC1.Cl[CH2:25][CH2:26][C:27]([C:32]1[CH:37]=[CH:36][CH:35]=[CH:34][CH:33]=1)([OH:31])[CH2:28][CH:29]=[CH2:30], predict the reaction product. (4) Given the reactants Br[C:2]1[CH:7]=[C:6](Br)[CH:5]=[C:4]([Br:9])[CH:3]=1.[C:10]1([NH:16][C:17]2[CH:26]=[CH:25][C:24]3[C:19](=[CH:20][CH:21]=[CH:22][CH:23]=3)[CH:18]=2)[CH:15]=[CH:14][CH:13]=[CH:12][CH:11]=1.[CH:40]1[CH:45]=[CH:44][C:43](P([C:40]2[CH:45]=[CH:44][CH:43]=[CH:42][CH:41]=2)[C:40]2[CH:45]=[CH:44][CH:43]=[CH:42][CH:41]=2)=[CH:42][CH:41]=1.[CH3:46][C:47]([O-])([CH3:49])[CH3:48].[Na+], predict the reaction product. The product is: [Br:9][C:4]1[CH:5]=[C:6]([N:16]([C:10]2[CH:11]=[CH:12][C:49]3[C:47](=[CH:48][CH:13]=[CH:14][CH:15]=3)[CH:46]=2)[C:40]2[CH:41]=[CH:42][CH:43]=[CH:44][CH:45]=2)[CH:7]=[C:2]([N:16]([C:17]2[CH:26]=[CH:25][C:24]3[C:19](=[CH:20][CH:21]=[CH:22][CH:23]=3)[CH:18]=2)[C:10]2[CH:15]=[CH:14][CH:13]=[CH:12][CH:11]=2)[CH:3]=1. (5) Given the reactants [NH2:1][C:2]1[N:11]=[CH:10][CH:9]=[CH:8][C:3]=1[C:4]([O:6]C)=O.[CH3:12][CH2:13][O:14]C(C)=O.C1COCC1, predict the reaction product. The product is: [N:1]1[C:2]2[C:3](=[CH:8][CH:9]=[CH:10][N:11]=2)[C:4]([OH:6])=[CH:12][C:13]=1[OH:14].